Dataset: Full USPTO retrosynthesis dataset with 1.9M reactions from patents (1976-2016). Task: Predict the reactants needed to synthesize the given product. Given the product [CH2:35]([Sn:17]([CH2:13][CH2:14][CH2:15][CH3:16])([CH2:31][CH2:32][CH2:33][CH3:34])[C:2]1[CH:3]=[C:4]([CH:10]=[CH:11][CH:12]=1)[C:5]([O:7][CH2:8][CH3:9])=[O:6])[CH2:36][CH2:37][CH3:38], predict the reactants needed to synthesize it. The reactants are: Br[C:2]1[CH:3]=[C:4]([CH:10]=[CH:11][CH:12]=1)[C:5]([O:7][CH2:8][CH3:9])=[O:6].[CH2:13]([Sn:17]([CH2:35][CH2:36][CH2:37][CH3:38])([CH2:31][CH2:32][CH2:33][CH3:34])[Sn:17]([CH2:31][CH2:32][CH2:33][CH3:34])([CH2:35][CH2:36][CH2:37][CH3:38])[CH2:13][CH2:14][CH2:15][CH3:16])[CH2:14][CH2:15][CH3:16].